Dataset: Catalyst prediction with 721,799 reactions and 888 catalyst types from USPTO. Task: Predict which catalyst facilitates the given reaction. (1) Reactant: Cl[CH2:2][C:3](Cl)=[O:4].[NH2:6][C:7]([C:21]1[CH:26]=[CH:25][CH:24]=[C:23]([Br:27])[CH:22]=1)([C:10]1[CH:15]=[CH:14][C:13]([O:16][CH:17]([F:19])[F:18])=[C:12]([CH3:20])[CH:11]=1)[CH2:8][OH:9].C(N(CC)CC)C.C([O-])(C)(C)C.[K+]. Product: [Br:27][C:23]1[CH:22]=[C:21]([C:7]2([C:10]3[CH:15]=[CH:14][C:13]([O:16][CH:17]([F:18])[F:19])=[C:12]([CH3:20])[CH:11]=3)[NH:6][C:3](=[O:4])[CH2:2][O:9][CH2:8]2)[CH:26]=[CH:25][CH:24]=1. The catalyst class is: 47. (2) Reactant: [Br:1][C:2]1[C:7]([F:8])=[CH:6][C:5]([F:9])=[C:4](Br)[CH:3]=1.C([Mg]Cl)(C)C.[CH3:16][O:17]B(OC)OC.C(OO)(=O)C.C(=O)([O-])[O-].[K+].[K+].IC. Product: [Br:1][C:2]1[CH:3]=[C:4]([O:17][CH3:16])[C:5]([F:9])=[CH:6][C:7]=1[F:8]. The catalyst class is: 1. (3) Product: [CH3:1][C:2]1[N:3]=[C:4]([N:19]2[CH2:24][CH2:23][CH2:22][CH2:21][CH2:20]2)[C:5]2[CH2:11][CH2:10][NH:9][CH2:8][C:6]=2[N:7]=1. The catalyst class is: 29. Reactant: [CH3:1][C:2]1[N:3]=[C:4]([N:19]2[CH2:24][CH2:23][CH2:22][CH2:21][CH2:20]2)[C:5]2[CH2:11][CH2:10][N:9](CC3C=CC=CC=3)[CH2:8][C:6]=2[N:7]=1.Cl. (4) Reactant: [Cl:1][C:2]1[CH:7]=[CH:6][C:5]([NH:8][C:9]([C:11]2[CH:16]=[CH:15][C:14]([CH:17](O)[C:18]3[C:26]4[C:21](=[N:22][CH:23]=[CH:24][CH:25]=4)[N:20]([Si](C(C)C)(C(C)C)C(C)C)[CH:19]=3)=[CH:13][N:12]=2)=[O:10])=[CH:4][CH:3]=1.FC(F)(F)C(O)=O.C([SiH](CC)CC)C. The catalyst class is: 10. Product: [Cl:1][C:2]1[CH:7]=[CH:6][C:5]([NH:8][C:9]([C:11]2[CH:16]=[CH:15][C:14]([CH2:17][C:18]3[C:26]4[C:21](=[N:22][CH:23]=[CH:24][CH:25]=4)[NH:20][CH:19]=3)=[CH:13][N:12]=2)=[O:10])=[CH:4][CH:3]=1. (5) Reactant: [Cl:1][C:2]1[NH:3][C:4]([C:14]2[CH:19]=[CH:18][NH:17][C:16](=[O:20])[CH:15]=2)=[C:5]([C:7]2[CH:12]=[CH:11][C:10]([F:13])=[CH:9][CH:8]=2)[N:6]=1. Product: [Cl:1][C:2]1[NH:3][C:4]2=[C:14]3[C:15](=[C:12]4[CH:11]=[C:10]([F:13])[CH:9]=[CH:8][C:7]4=[C:5]2[N:6]=1)[C:16](=[O:20])[NH:17][CH:18]=[CH:19]3. The catalyst class is: 111. (6) Reactant: [Br:1][C:2]1[CH:11]=[CH:10][C:9]2[N:8]=[C:7](Cl)[C:6]3=[N:13][N:14](CC4C=CC(OC)=CC=4)[CH:15]=[C:5]3[C:4]=2[CH:3]=1.[NH:25]1[C:33]2[C:28](=[CH:29][C:30]([NH2:34])=[CH:31][CH:32]=2)[CH:27]=[CH:26]1.Cl. Product: [Br:1][C:2]1[CH:11]=[CH:10][C:9]2[N:8]=[C:7]([NH:34][C:30]3[CH:29]=[C:28]4[C:33](=[CH:32][CH:31]=3)[NH:25][CH:26]=[CH:27]4)[C:6]3=[N:13][NH:14][CH:15]=[C:5]3[C:4]=2[CH:3]=1. The catalyst class is: 71. (7) Reactant: Cl.Cl.[Cl:3][C:4]1[CH:12]=[C:11]2[C:7]([C:8]([C:19]([N:21]3[CH2:26][CH2:25][C:24]4([C:34]5[C:29](=[N:30][CH:31]=[CH:32][CH:33]=5)[CH2:28][O:27]4)[CH2:23][CH2:22]3)=[O:20])=[CH:9][N:10]2[CH2:13][C@@H:14]2[CH2:18][CH2:17][CH2:16][NH:15]2)=[CH:6][CH:5]=1.[CH2:35](N(CC)CC)C.C=O.C([BH3-])#N.[Na+]. Product: [Cl:3][C:4]1[CH:12]=[C:11]2[C:7]([C:8]([C:19]([N:21]3[CH2:26][CH2:25][C:24]4([C:34]5[C:29](=[N:30][CH:31]=[CH:32][CH:33]=5)[CH2:28][O:27]4)[CH2:23][CH2:22]3)=[O:20])=[CH:9][N:10]2[CH2:13][C@@H:14]2[CH2:18][CH2:17][CH2:16][N:15]2[CH3:35])=[CH:6][CH:5]=1. The catalyst class is: 5. (8) Reactant: [Cl:1][C:2]1[C:11]2[NH:10][C:9](=O)[CH2:8][O:7][C:6]=2[N:5]=[CH:4][CH:3]=1.[H-].[Al+3].[Li+].[H-].[H-].[H-].O.[OH-].[Na+]. Product: [Cl:1][C:2]1[C:11]2[NH:10][CH2:9][CH2:8][O:7][C:6]=2[N:5]=[CH:4][CH:3]=1. The catalyst class is: 7.